This data is from Peptide-MHC class I binding affinity with 185,985 pairs from IEDB/IMGT. The task is: Regression. Given a peptide amino acid sequence and an MHC pseudo amino acid sequence, predict their binding affinity value. This is MHC class I binding data. The peptide sequence is TAAQAAVVRF. The MHC is HLA-B35:01 with pseudo-sequence HLA-B35:01. The binding affinity (normalized) is 0.297.